Dataset: Catalyst prediction with 721,799 reactions and 888 catalyst types from USPTO. Task: Predict which catalyst facilitates the given reaction. Reactant: Cl[CH2:2][C:3]1[CH:13]=[CH:12][C:6]2[O:7][C:8]([F:11])([F:10])[O:9][C:5]=2[CH:4]=1.[C-:14]#[N:15].[Na+].O.C(OCCCC)CCC. Product: [F:10][C:8]1([F:11])[O:7][C:6]2[CH:12]=[CH:13][C:3]([CH2:2][C:14]#[N:15])=[CH:4][C:5]=2[O:9]1. The catalyst class is: 16.